This data is from Full USPTO retrosynthesis dataset with 1.9M reactions from patents (1976-2016). The task is: Predict the reactants needed to synthesize the given product. (1) The reactants are: [OH:1]/[N:2]=[C:3]1\[CH2:4][CH2:5][C:6]2[C:11]\1=[CH:10][C:9]([O:12][CH3:13])=[CH:8][CH:7]=2.CCN(CC)CC.[CH3:21][S:22](Cl)(=[O:24])=[O:23]. Given the product [CH3:13][O:12][C:9]1[CH:10]=[C:11]2[C:6]([CH2:5][CH2:4]/[C:3]/2=[N:2]\[O:1][S:22]([CH3:21])(=[O:24])=[O:23])=[CH:7][CH:8]=1, predict the reactants needed to synthesize it. (2) Given the product [Cl:1][C:2]1[CH:3]=[C:4]2[C:9](=[CH:10][CH:11]=1)[N:8]=[CH:7][CH:6]=[C:5]2[CH2:12][N:13]1[C:21]([C:22]2[N:26]([CH3:27])[CH:25]=[C:24]([C:28]#[N:29])[CH:23]=2)=[C:20]2[C:15]([N:16]([CH2:32][CH:33]3[CH2:34][CH2:35]3)[C:17](=[O:31])[N:18]=[C:19]2[S:30][CH3:38])=[N:14]1, predict the reactants needed to synthesize it. The reactants are: [Cl:1][C:2]1[CH:3]=[C:4]2[C:9](=[CH:10][CH:11]=1)[N:8]=[CH:7][CH:6]=[C:5]2[CH2:12][N:13]1[C:21]([C:22]2[N:26]([CH3:27])[CH:25]=[C:24]([C:28]#[N:29])[CH:23]=2)=[C:20]2[C:15]([N:16]([CH2:32][CH:33]3[CH2:35][CH2:34]3)[C:17](=[O:31])[NH:18][C:19]2=[S:30])=[N:14]1.IC.[CH3:38]CCCCCC=CCCC. (3) Given the product [IH:1].[F:3][C:4]1[CH:5]=[C:6]([NH:16][C:17]([S:18][CH3:2])=[NH:19])[CH:7]=[CH:8][C:9]=1[N:10]1[CH:14]=[N:13][C:12]([CH3:15])=[N:11]1, predict the reactants needed to synthesize it. The reactants are: [I:1][CH3:2].[F:3][C:4]1[CH:5]=[C:6]([NH:16][C:17]([NH2:19])=[S:18])[CH:7]=[CH:8][C:9]=1[N:10]1[CH:14]=[N:13][C:12]([CH3:15])=[N:11]1. (4) Given the product [ClH:29].[CH3:1][O:2][C:3]([C:5]1[N:6]([CH2:26][CH2:27][NH2:28])[C:7]2[C:12]([C:13]=1[C:14]1[CH:15]=[CH:16][C:17]([O:20][CH3:21])=[CH:18][CH:19]=1)=[CH:11][C:10]([O:22][CH3:23])=[C:9]([O:24][CH3:25])[CH:8]=2)=[O:4], predict the reactants needed to synthesize it. The reactants are: [CH3:1][O:2][C:3]([C:5]1[N:6]([CH2:26][C:27]#[N:28])[C:7]2[C:12]([C:13]=1[C:14]1[CH:19]=[CH:18][C:17]([O:20][CH3:21])=[CH:16][CH:15]=1)=[CH:11][C:10]([O:22][CH3:23])=[C:9]([O:24][CH3:25])[CH:8]=2)=[O:4].[ClH:29].CCOC(C)=O.